Dataset: Cav3 T-type calcium channel HTS with 100,875 compounds. Task: Binary Classification. Given a drug SMILES string, predict its activity (active/inactive) in a high-throughput screening assay against a specified biological target. (1) The compound is O1C(CCC1)CNC(=O)Cn1nc(c2c(c1=O)cccc2)Cc1cccnc1. The result is 0 (inactive). (2) The result is 0 (inactive). The drug is Clc1c(c2noc(c2C(=O)Nc2sc(nn2)C(C)C)C)cccc1. (3) The compound is n12[nH]c(nc2=NC(CC1c1ccc(cc1)C)c1ccc(cc1)C)N. The result is 0 (inactive). (4) The drug is Fc1c(N2CCCCCC2)ccc(c1)C(=O)C. The result is 0 (inactive). (5) The compound is s1c(N2CC(CCC2)C(=O)N2CCOCC2)nn2c1nc(cc2=O)C. The result is 0 (inactive). (6) The compound is s1c2c(nc1c1ccc(NC(=S)NC(=O)C)cc1)ccc(c2)C. The result is 0 (inactive).